Predict the reactants needed to synthesize the given product. From a dataset of Full USPTO retrosynthesis dataset with 1.9M reactions from patents (1976-2016). (1) Given the product [C:33]([O:32][C:30]([N:26]1[CH2:27][CH2:28][CH2:29][C@@H:24]([NH:23][C:3]2[C:2]([Cl:1])=[CH:12][C:6]([C:7]([O:9][CH2:10][CH3:11])=[O:8])=[CH:5][N:4]=2)[CH2:25]1)=[O:31])([CH3:36])([CH3:34])[CH3:35], predict the reactants needed to synthesize it. The reactants are: [Cl:1][C:2]1[C:3](Cl)=[N:4][CH:5]=[C:6]([CH:12]=1)[C:7]([O:9][CH2:10][CH3:11])=[O:8].C(N(CC)C(C)C)(C)C.[NH2:23][C@@H:24]1[CH2:29][CH2:28][CH2:27][N:26]([C:30]([O:32][C:33]([CH3:36])([CH3:35])[CH3:34])=[O:31])[CH2:25]1.CCOC(C)=O. (2) The reactants are: [Cl:1][C:2]1[CH:3]=[C:4]([CH:7]=[CH:8][C:9]=1[CH3:10])[CH2:5][OH:6].C(N(CC)CC)C. Given the product [Cl:1][C:2]1[CH:3]=[C:4]([CH:7]=[CH:8][C:9]=1[CH3:10])[CH:5]=[O:6], predict the reactants needed to synthesize it. (3) Given the product [C:28]([C@@H:32]1[NH:37][C:36](=[O:38])[C@H:35]([CH2:39][CH:40]([CH3:42])[CH3:41])[N:34]([CH2:55][C:52]2[CH:51]=[C:50]([C:47]3[CH:48]=[CH:49][C:44]([F:43])=[CH:45][CH:46]=3)[O:54][N:53]=2)[CH2:33]1)([CH3:31])([CH3:30])[CH3:29], predict the reactants needed to synthesize it. The reactants are: C([C@@H]1N(CC2C=C(C3C=CC=CC=3)ON=2)C[C@H](CC(C)C)NC1=O)C(C)C.[C:28]([C@@H:32]1[NH:37][C:36](=[O:38])[C@H:35]([CH2:39][CH:40]([CH3:42])[CH3:41])[NH:34][CH2:33]1)([CH3:31])([CH3:30])[CH3:29].[F:43][C:44]1[CH:49]=[CH:48][C:47]([C:50]2[O:54][N:53]=[C:52]([CH:55]=O)[CH:51]=2)=[CH:46][CH:45]=1.